This data is from Full USPTO retrosynthesis dataset with 1.9M reactions from patents (1976-2016). The task is: Predict the reactants needed to synthesize the given product. Given the product [CH3:1][O:2][C:3]1[C:4]([CH3:17])=[C:5]([CH:6]([C:27]2[CH:28]=[CH:29][CH:30]=[CH:31][C:26]=2[O:25][CH2:18][C:19]2[CH:20]=[CH:21][CH:22]=[CH:23][CH:24]=2)[OH:7])[C:8]([O:15][CH3:16])=[C:9]([O:13][CH3:14])[C:10]=1[O:11][CH3:12], predict the reactants needed to synthesize it. The reactants are: [CH3:1][O:2][C:3]1[C:4]([CH3:17])=[C:5]([C:8]([O:15][CH3:16])=[C:9]([O:13][CH3:14])[C:10]=1[O:11][CH3:12])[CH:6]=[O:7].[CH2:18]([O:25][C:26]1[CH:31]=[CH:30][CH:29]=[CH:28][C:27]=1Br)[C:19]1[CH:24]=[CH:23][CH:22]=[CH:21][CH:20]=1.[Mg].[Cl-].[NH4+].